The task is: Regression/Classification. Given a drug SMILES string, predict its absorption, distribution, metabolism, or excretion properties. Task type varies by dataset: regression for continuous measurements (e.g., permeability, clearance, half-life) or binary classification for categorical outcomes (e.g., BBB penetration, CYP inhibition). Dataset: cyp2c9_veith.. This data is from CYP2C9 inhibition data for predicting drug metabolism from PubChem BioAssay. (1) The drug is OC[C@@H]1O[C@@H](O)[C@H](N=Cc2ccc3c(c2)OCO3)[C@@H](O)[C@@H]1O. The result is 0 (non-inhibitor). (2) The molecule is CCOC(=O)CCCc1c[nH]c2ccccc12. The result is 1 (inhibitor). (3) The result is 1 (inhibitor). The drug is CCN(CC)S(=O)(=O)c1ccc2c(c1)nc(CCC(=O)Nc1cccc(C(F)(F)F)c1)n2CC.